This data is from Forward reaction prediction with 1.9M reactions from USPTO patents (1976-2016). The task is: Predict the product of the given reaction. (1) Given the reactants C(Cl)(=O)C(Cl)=O.[NH2:7][C:8]1[CH:20]=[CH:19][CH:18]=[CH:17][C:9]=1[CH2:10][S:11]([N:14]([CH3:16])[CH3:15])(=[O:13])=[O:12].[CH3:21][N:22]([CH:24]=O)[CH3:23], predict the reaction product. The product is: [CH3:21][N:22]([CH:24]=[N:7][C:8]1[CH:20]=[CH:19][CH:18]=[CH:17][C:9]=1[CH2:10][S:11]([N:14]([CH3:16])[CH3:15])(=[O:13])=[O:12])[CH3:23]. (2) Given the reactants [CH2:1]([O:3][C:4](=[O:21])[CH2:5][C:6]1[C:7]2[CH:20]=[CH:19][S:18][C:8]=2[N:9]([C:11]([O:13][C:14]([CH3:17])([CH3:16])[CH3:15])=[O:12])[CH:10]=1)[CH3:2].[Se](=O)=[O:23].C1COCC1, predict the reaction product. The product is: [CH2:1]([O:3][C:4](=[O:21])[C:5]([C:6]1[C:7]2[CH:20]=[CH:19][S:18][C:8]=2[N:9]([C:11]([O:13][C:14]([CH3:16])([CH3:17])[CH3:15])=[O:12])[CH:10]=1)=[O:23])[CH3:2]. (3) Given the reactants [F:1][C:2]1[CH:3]=[CH:4][C:5]([C:41]([F:44])([F:43])[F:42])=[C:6]([CH:40]=1)[C:7]([N:9]1[CH2:14][CH2:13][N:12]([C:15](=[O:39])[CH2:16][NH:17][C:18]([C:20]2[N:21]=[N:22][N:23]([C:25]3[CH:30]=[CH:29][CH:28]=[CH:27][C:26]=3[O:31]CC3C=CC=CC=3)[CH:24]=2)=[O:19])[CH2:11][CH2:10]1)=[O:8].NC1C=CC=CC=1O, predict the reaction product. The product is: [F:1][C:2]1[CH:3]=[CH:4][C:5]([C:41]([F:43])([F:42])[F:44])=[C:6]([CH:40]=1)[C:7]([N:9]1[CH2:14][CH2:13][N:12]([C:15](=[O:39])[CH2:16][NH:17][C:18]([C:20]2[N:21]=[N:22][N:23]([C:25]3[CH:30]=[CH:29][CH:28]=[CH:27][C:26]=3[OH:31])[CH:24]=2)=[O:19])[CH2:11][CH2:10]1)=[O:8].